This data is from Forward reaction prediction with 1.9M reactions from USPTO patents (1976-2016). The task is: Predict the product of the given reaction. (1) Given the reactants [H-].[Na+].[NH:3]1[CH:7]=[CH:6][CH:5]=[N:4]1.Cl[CH2:9][C:10]([NH:12][C:13]1[CH:18]=[CH:17][C:16]([N+:19]([O-:21])=[O:20])=[CH:15][CH:14]=1)=[O:11].C(OCC)(=O)C, predict the reaction product. The product is: [N+:19]([C:16]1[CH:15]=[CH:14][C:13]([NH:12][C:10](=[O:11])[CH2:9][N:3]2[CH:7]=[CH:6][CH:5]=[N:4]2)=[CH:18][CH:17]=1)([O-:21])=[O:20]. (2) Given the reactants [Br:1][C:2]1[CH:3]=[C:4]([C:8]2([CH:15]([F:17])[F:16])[CH2:13][O:12][CH2:11][C:10]([NH2:14])=[N:9]2)[CH:5]=[CH:6][CH:7]=1.[CH3:18][C:19]([O:22][C:23](O[C:23]([O:22][C:19]([CH3:21])([CH3:20])[CH3:18])=[O:24])=[O:24])([CH3:21])[CH3:20].CCN(C(C)C)C(C)C, predict the reaction product. The product is: [C:19]([O:22][C:23](=[O:24])[NH:14][C:10]1[CH2:11][O:12][CH2:13][C:8]([C:4]2[CH:5]=[CH:6][CH:7]=[C:2]([Br:1])[CH:3]=2)([CH:15]([F:16])[F:17])[N:9]=1)([CH3:21])([CH3:20])[CH3:18]. (3) Given the reactants [CH2:1]([O:8][C:9]([C:11]1[CH:15]=[CH:14][S:13][C:12]=1[C:16]1[CH:21]=[CH:20][C:19]([C:22]2[CH:27]=[CH:26][C:25]([C:28]3([C:31]([O:33][CH2:34][CH3:35])=[O:32])[CH2:30][CH2:29]3)=[CH:24][CH:23]=2)=[CH:18][CH:17]=1)=[O:10])[C:2]1[CH:7]=[CH:6][CH:5]=[CH:4][CH:3]=1.[Cl:36]N1C(=O)CCC1=O.O, predict the reaction product. The product is: [CH2:1]([O:8][C:9]([C:11]1[CH:15]=[C:14]([Cl:36])[S:13][C:12]=1[C:16]1[CH:21]=[CH:20][C:19]([C:22]2[CH:23]=[CH:24][C:25]([C:28]3([C:31]([O:33][CH2:34][CH3:35])=[O:32])[CH2:30][CH2:29]3)=[CH:26][CH:27]=2)=[CH:18][CH:17]=1)=[O:10])[C:2]1[CH:3]=[CH:4][CH:5]=[CH:6][CH:7]=1. (4) Given the reactants C([O:3][C:4]([C:6]1[CH:7]=[C:8]2[C:13](=[C:14]([C:16]#[C:17][Si](C)(C)C)[CH:15]=1)[O:12][C:11]([CH3:23])([CH3:22])[CH2:10][C:9]2([CH3:25])[CH3:24])=[O:5])C.[OH-].[Na+].Cl, predict the reaction product. The product is: [C:16]([C:14]1[CH:15]=[C:6]([C:4]([OH:5])=[O:3])[CH:7]=[C:8]2[C:13]=1[O:12][C:11]([CH3:23])([CH3:22])[CH2:10][C:9]2([CH3:24])[CH3:25])#[CH:17]. (5) Given the reactants [CH:1]([CH:4]1[C:12]2[C:11](O)=[N:10][CH:9]=[N:8][C:7]=2[CH2:6][CH2:5]1)([CH3:3])[CH3:2].C(#N)C.O=P(Cl)(Cl)[Cl:19], predict the reaction product. The product is: [Cl:19][C:11]1[C:12]2[CH:4]([CH:1]([CH3:3])[CH3:2])[CH2:5][CH2:6][C:7]=2[N:8]=[CH:9][N:10]=1. (6) Given the reactants [F:1][C:2]1[CH:28]=[CH:27][CH:26]=[C:25]([F:29])[C:3]=1[C:4]([NH:6][C:7]1[S:8][C:9]([C:15]2[CH:20]=[CH:19][CH:18]=[C:17]([C:21]([F:24])([F:23])[F:22])[CH:16]=2)=[C:10]([CH:12]([OH:14])[CH3:13])[N:11]=1)=[O:5].CC(OI1(OC(C)=O)(OC(C)=O)OC(=O)C2C=CC=CC1=2)=O, predict the reaction product. The product is: [C:12]([C:10]1[N:11]=[C:7]([NH:6][C:4](=[O:5])[C:3]2[C:25]([F:29])=[CH:26][CH:27]=[CH:28][C:2]=2[F:1])[S:8][C:9]=1[C:15]1[CH:20]=[CH:19][CH:18]=[C:17]([C:21]([F:22])([F:23])[F:24])[CH:16]=1)(=[O:14])[CH3:13]. (7) Given the reactants [F:1][C:2]1[CH:3]=[C:4]2[C:8](=[CH:9][CH:10]=1)[NH:7][C:6](=[O:11])[C:5]2=[N:12][N:13]=[CH:14][C:15]1[CH:33]=[CH:32][C:18]([C:19]([NH:21][CH2:22][CH2:23][CH2:24][CH2:25][CH2:26][CH2:27][CH2:28][C:29]([OH:31])=O)=[O:20])=[CH:17][CH:16]=1.Cl.C(N=C=NCCCN(C)C)C.OC1C2N=NNC=2C=CC=1.C(N(CC)CC)C.[F:63][C:64]1[CH:69]=[CH:68][C:67]([NH2:70])=[C:66]([NH2:71])[CH:65]=1, predict the reaction product. The product is: [F:1][C:2]1[CH:3]=[C:4]2[C:8](=[CH:9][CH:10]=1)[NH:7][C:6](=[O:11])[C:5]2=[N:12][N:13]=[CH:14][C:15]1[CH:16]=[CH:17][C:18]([C:19]([NH:21][CH2:22][CH2:23][CH2:24][CH2:25][CH2:26][CH2:27][CH2:28][C:29]([NH:70][C:67]2[CH:68]=[CH:69][C:64]([F:63])=[CH:65][C:66]=2[NH2:71])=[O:31])=[O:20])=[CH:32][CH:33]=1.